From a dataset of Catalyst prediction with 721,799 reactions and 888 catalyst types from USPTO. Predict which catalyst facilitates the given reaction. (1) Reactant: [CH3:1][O:2][C:3]1[CH:4]=[C:5]2[C:10](=[CH:11][C:12]=1[O:13][CH3:14])[N:9]=[CH:8][CH:7]=[C:6]2[O:15][C:16]1[CH:21]=[CH:20][C:19]([N+:22]([O-:24])=[O:23])=[CH:18][C:17]=1[F:25].[Cl-].[Al+3].[Cl-].[Cl-].[CH3:30][CH2:31][CH2:32][CH2:33][CH2:34][CH3:35].C(OCC)(=O)C. The catalyst class is: 22. Product: [CH2:1]([O:2][C:3]1[CH:4]=[C:5]2[C:10](=[CH:11][C:12]=1[O:13][CH3:14])[N:9]=[CH:8][CH:7]=[C:6]2[O:15][C:16]1[CH:21]=[CH:20][C:19]([N+:22]([O-:24])=[O:23])=[CH:18][C:17]=1[F:25])[C:32]1[CH:31]=[CH:30][CH:35]=[CH:34][CH:33]=1. (2) Reactant: C(OC([N:8]1[CH2:13][CH2:12][CH:11]([CH2:14][O:15][C:16]2[CH:25]=[C:24]3[C:19]([C:20]([O:26][C:27]4[CH:32]=[CH:31][C:30]([NH:33][C:34]([NH:36][C:37]5[CH:42]=[CH:41][C:40]([F:43])=[CH:39][CH:38]=5)=[O:35])=[C:29]([F:44])[CH:28]=4)=[CH:21][CH:22]=[N:23]3)=[CH:18][C:17]=2[C:45]#[N:46])[CH2:10][CH2:9]1)=O)(C)(C)C.O.C(=O)(O)[O-].[Na+]. Product: [F:44][C:29]1[CH:28]=[C:27]([O:26][C:20]2[C:19]3[C:24](=[CH:25][C:16]([O:15][CH2:14][CH:11]4[CH2:12][CH2:13][NH:8][CH2:9][CH2:10]4)=[C:17]([C:45]#[N:46])[CH:18]=3)[N:23]=[CH:22][CH:21]=2)[CH:32]=[CH:31][C:30]=1[NH:33][C:34]([NH:36][C:37]1[CH:38]=[CH:39][C:40]([F:43])=[CH:41][CH:42]=1)=[O:35]. The catalyst class is: 55. (3) The catalyst class is: 6. Reactant: [N:1]1[C:10]2[C:5](=[CH:6][CH:7]=[CH:8][CH:9]=2)[N:4]=[CH:3][C:2]=1[C:11](Cl)=[O:12].[Cl:14][CH:15]1[CH:20]2[CH:18]3[CH:19]2[CH2:21][CH:16]1[CH:17]3[NH2:22].N1C=CC=CC=1. Product: [Cl:14][CH:15]1[CH:20]2[CH:18]3[CH:19]2[CH2:21][CH:16]1[CH:17]3[NH:22][C:11]([C:2]1[CH:3]=[N:4][C:5]2[C:10](=[CH:9][CH:8]=[CH:7][CH:6]=2)[N:1]=1)=[O:12]. (4) Reactant: [O:1]1[CH:5]=[CH:4][CH:3]=[C:2]1/[CH:6]=[CH:7]/[CH:8]([N:25]([OH:28])[CH:26]=[O:27])[CH2:9][S:10]([N:13]1[CH2:22][CH2:21][C:20]2[C:15](=[CH:16][C:17]([O:23][CH3:24])=[CH:18][CH:19]=2)[CH2:14]1)(=[O:12])=[O:11].[H][H]. Product: [OH:28][N:25]([CH:8]([CH2:9][S:10]([N:13]1[CH2:22][CH2:21][C:20]2[C:15](=[CH:16][C:17]([O:23][CH3:24])=[CH:18][CH:19]=2)[CH2:14]1)(=[O:11])=[O:12])[CH2:7][CH2:6][CH:2]1[CH2:3][CH2:4][CH2:5][O:1]1)[CH:26]=[O:27]. The catalyst class is: 19. (5) Reactant: N1C=CC=CC=1.[F:7][C:8]([F:21])([F:20])[S:9]([O:12]S(C(F)(F)F)(=O)=O)(=[O:11])=[O:10].O[C:23]1[CH:24]=[C:25]([C:35]([O:37][CH3:38])=[O:36])[CH:26]=[C:27]([C:29]2[CH:34]=[CH:33][CH:32]=[CH:31][CH:30]=2)[CH:28]=1.[Cl-].[NH4+]. The catalyst class is: 22. Product: [F:7][C:8]([F:21])([F:20])[S:9]([O:12][C:23]1[CH:24]=[C:25]([C:35]([O:37][CH3:38])=[O:36])[CH:26]=[C:27]([C:29]2[CH:34]=[CH:33][CH:32]=[CH:31][CH:30]=2)[CH:28]=1)(=[O:11])=[O:10]. (6) Reactant: [CH3:1][O:2][C:3]1[CH:4]=[C:5]2[C:10](=[CH:11][C:12]=1[O:13][CH3:14])[CH:9]=[N:8][C:7]([C:15]([NH:17][C:18]1[NH:22][C:21]3[CH:23]=[C:24]([O:30][CH2:31][CH3:32])[CH:25]=[C:26]([C:27]([OH:29])=O)[C:20]=3[N:19]=1)=[O:16])=[CH:6]2.CN(C(ON1N=NC2C=CC=CC1=2)=[N+](C)C)C.F[P-](F)(F)(F)(F)F.CCN(C(C)C)C(C)C.S(O)(O)(=O)=O.[NH2:71][C:72]1[NH:73][CH:74]=[CH:75][N:76]=1. Product: [CH2:31]([O:30][C:24]1[CH:25]=[C:26]([C:27](=[O:29])[NH:71][C:72]2[NH:73][CH:74]=[CH:75][N:76]=2)[C:20]2[NH:19][C:18]([NH:17][C:15]([C:7]3[N:8]=[CH:9][C:10]4[C:5]([CH:6]=3)=[CH:4][C:3]([O:2][CH3:1])=[C:12]([O:13][CH3:14])[CH:11]=4)=[O:16])=[N:22][C:21]=2[CH:23]=1)[CH3:32]. The catalyst class is: 163.